Dataset: Forward reaction prediction with 1.9M reactions from USPTO patents (1976-2016). Task: Predict the product of the given reaction. (1) Given the reactants [F:1][C:2]1[CH:7]=[CH:6][CH:5]=[CH:4][C:3]=1[N:8]1[C:12]([C:13]2[CH:18]=[CH:17][N:16]=[CH:15][CH:14]=2)=[C:11]([C:19]2[O:23][N:22]=[C:21]([CH:24]3[CH2:29][CH2:28][N:27](C(OC(C)(C)C)=O)[CH2:26][CH2:25]3)[N:20]=2)[N:10]=[N:9]1.[ClH:37], predict the reaction product. The product is: [ClH:37].[F:1][C:2]1[CH:7]=[CH:6][CH:5]=[CH:4][C:3]=1[N:8]1[C:12]([C:13]2[CH:14]=[CH:15][N:16]=[CH:17][CH:18]=2)=[C:11]([C:19]2[O:23][N:22]=[C:21]([CH:24]3[CH2:29][CH2:28][NH:27][CH2:26][CH2:25]3)[N:20]=2)[N:10]=[N:9]1. (2) The product is: [CH3:10][O:11][C:2]1[CH:7]=[C:6]([C:8]#[N:9])[CH:5]=[CH:4][N:3]=1. Given the reactants Cl[C:2]1[CH:7]=[C:6]([C:8]#[N:9])[CH:5]=[CH:4][N:3]=1.[CH3:10][O-:11].[Na+].CO, predict the reaction product.